Predict the reactants needed to synthesize the given product. From a dataset of Full USPTO retrosynthesis dataset with 1.9M reactions from patents (1976-2016). (1) The reactants are: [C:1]1([C:7]2[N:8]=[C:9]([C@H:12]3[CH2:17][CH2:16][C@H:15]([C:18]([O:20]C)=[O:19])[CH2:14][CH2:13]3)[NH:10][CH:11]=2)[CH:6]=[CH:5][CH:4]=[CH:3][CH:2]=1.O.[OH-].[Li+]. Given the product [C:1]1([C:7]2[N:8]=[C:9]([C@H:12]3[CH2:13][CH2:14][C@H:15]([C:18]([OH:20])=[O:19])[CH2:16][CH2:17]3)[NH:10][CH:11]=2)[CH:2]=[CH:3][CH:4]=[CH:5][CH:6]=1, predict the reactants needed to synthesize it. (2) Given the product [F:1][C:2]1[CH:3]=[C:4]([CH:10]([C:11]2[NH:34][C:14]([C:16]3[CH:21]=[N:20][CH:19]=[CH:18][N:17]=3)=[CH:13][CH:12]=2)[CH2:23][CH:24]2[CH2:29][CH2:28][O:27][CH2:26][CH2:25]2)[CH:5]=[CH:6][C:7]=1[S:8][CH3:9], predict the reactants needed to synthesize it. The reactants are: [F:1][C:2]1[CH:3]=[C:4]([CH:10]([CH2:23][CH:24]2[CH2:29][CH2:28][O:27][CH2:26][CH2:25]2)[C:11](=O)[CH2:12][CH2:13][C:14]([C:16]2[CH:21]=[N:20][CH:19]=[CH:18][N:17]=2)=O)[CH:5]=[CH:6][C:7]=1[S:8][CH3:9].C([O-])(=O)C.[NH4+:34].C(=O)([O-])O.[Na+]. (3) Given the product [F:31][C:28]1[CH:27]=[CH:26][C:25]([NH:24][C:23]([C:18]2[NH:19][C:20]3[C:16]([CH:17]=2)=[CH:15][C:14]([CH:11]2[CH2:12][CH2:13][NH:8][CH2:9][CH2:10]2)=[CH:22][CH:21]=3)=[O:32])=[CH:30][CH:29]=1, predict the reactants needed to synthesize it. The reactants are: C(OC([N:8]1[CH2:13][CH2:12][CH:11]([C:14]2[CH:15]=[C:16]3[C:20](=[CH:21][CH:22]=2)[NH:19][C:18]([C:23](=[O:32])[NH:24][C:25]2[CH:30]=[CH:29][C:28]([F:31])=[CH:27][CH:26]=2)=[CH:17]3)[CH2:10][CH2:9]1)=O)(C)(C)C.O1CCOCC1. (4) Given the product [Cl:1][C:2]1[CH:3]=[C:4]([C:8]2[C:13]3[N:14]([CH2:28][C@H:29]4[CH2:34][CH2:33][C@H:32]([CH3:35])[CH2:31][CH2:30]4)[C:15]([N:17]4[CH2:22][C:21](=[O:23])[N:20]([CH3:24])[C@H:19]5[CH2:25][CH2:26][CH2:27][C@H:18]45)=[N:16][C:12]=3[CH:11]=[C:10]([C:36]3[NH:37][C:40](=[O:41])[O:39][N:38]=3)[N:9]=2)[CH:5]=[N:6][CH:7]=1, predict the reactants needed to synthesize it. The reactants are: [Cl:1][C:2]1[CH:3]=[C:4]([C:8]2[C:13]3[N:14]([CH2:28][C@H:29]4[CH2:34][CH2:33][C@H:32]([CH3:35])[CH2:31][CH2:30]4)[C:15]([N:17]4[CH2:22][C:21](=[O:23])[N:20]([CH3:24])[C@H:19]5[CH2:25][CH2:26][CH2:27][C@H:18]45)=[N:16][C:12]=3[CH:11]=[C:10]([C:36](=[N:38][OH:39])[NH2:37])[N:9]=2)[CH:5]=[N:6][CH:7]=1.[CH3:40][OH:41]. (5) Given the product [NH:40]1[C:41]2[C:46](=[CH:45][CH:44]=[CH:43][CH:42]=2)[C:38]([CH2:37][C@@H:33]([NH:32][C:30](=[O:31])[C:29]([NH:28][C:26](=[O:27])[O:25][C:21]([CH3:24])([CH3:23])[CH3:22])([CH3:48])[CH3:47])[C:34]([N:16]2[CH2:17][CH2:18][CH2:19][C:6]3([C:5](=[O:20])[N:4]([CH:1]([CH3:3])[CH3:2])[CH2:8][CH:7]3[C:9]3[CH:14]=[CH:13][CH:12]=[CH:11][CH:10]=3)[CH2:15]2)=[O:35])=[CH:39]1, predict the reactants needed to synthesize it. The reactants are: [CH:1]([N:4]1[CH2:8][CH:7]([C:9]2[CH:14]=[CH:13][CH:12]=[CH:11][CH:10]=2)[C:6]2([CH2:19][CH2:18][CH2:17][NH:16][CH2:15]2)[C:5]1=[O:20])([CH3:3])[CH3:2].[C:21]([O:25][C:26]([NH:28][C:29]([CH3:48])([CH3:47])[C:30]([NH:32][C@H:33]([CH2:37][C:38]1[C:46]2[C:41](=[CH:42][CH:43]=[CH:44][CH:45]=2)[NH:40][CH:39]=1)[C:34](O)=[O:35])=[O:31])=[O:27])([CH3:24])([CH3:23])[CH3:22].CCN(C(C)C)C(C)C.C(P1(=O)OP(CCC)(=O)OP(CCC)(=O)O1)CC.